This data is from Full USPTO retrosynthesis dataset with 1.9M reactions from patents (1976-2016). The task is: Predict the reactants needed to synthesize the given product. Given the product [CH:32]1([NH:1][C:2]([CH3:31])([CH3:30])[C:3]#[C:4][C:5]2[CH:6]=[CH:7][C:8]([C:11]([C:13]3[N:21]4[C:16]([CH:17]=[C:18]([C:22]([O:24][CH:25]([CH3:27])[CH3:26])=[O:23])[CH:19]=[CH:20]4)=[CH:15][C:14]=3[CH2:28][CH3:29])=[O:12])=[CH:9][CH:10]=2)[CH2:36][CH2:35][CH2:34][CH2:33]1, predict the reactants needed to synthesize it. The reactants are: [NH2:1][C:2]([CH3:31])([CH3:30])[C:3]#[C:4][C:5]1[CH:10]=[CH:9][C:8]([C:11]([C:13]2[N:21]3[C:16]([CH:17]=[C:18]([C:22]([O:24][CH:25]([CH3:27])[CH3:26])=[O:23])[CH:19]=[CH:20]3)=[CH:15][C:14]=2[CH2:28][CH3:29])=[O:12])=[CH:7][CH:6]=1.[C:32]1(=O)[CH2:36][CH2:35][CH2:34][CH2:33]1.CC(O)=O.[BH-](OC(C)=O)(OC(C)=O)OC(C)=O.[Na+].C([O-])(O)=O.[Na+].